This data is from Full USPTO retrosynthesis dataset with 1.9M reactions from patents (1976-2016). The task is: Predict the reactants needed to synthesize the given product. Given the product [Cl:11][C:9]1[CH:8]=[CH:7][C:6](/[CH:12]=[CH:13]/[C:14]([N:47]2[CH2:48][CH2:49][N:44]([CH2:43][C:42]3[CH:41]=[CH:40][C:39]([F:38])=[CH:54][CH:53]=3)[CH2:45][C@H:46]2[C@@H:50]([OH:52])[CH3:51])=[O:16])=[C:5]([NH:4][C:1](=[O:3])[CH3:2])[CH:10]=1, predict the reactants needed to synthesize it. The reactants are: [C:1]([NH:4][C:5]1[CH:10]=[C:9]([Cl:11])[CH:8]=[CH:7][C:6]=1/[CH:12]=[CH:13]/[C:14]([OH:16])=O)(=[O:3])[CH3:2].CCN=C=NCCCN(C)C.C1C=CC2N(O)N=NC=2C=1.[F:38][C:39]1[CH:54]=[CH:53][C:42]([CH2:43][N:44]2[CH2:49][CH2:48][NH:47][C@H:46]([C@@H:50]([OH:52])[CH3:51])[CH2:45]2)=[CH:41][CH:40]=1.